From a dataset of Catalyst prediction with 721,799 reactions and 888 catalyst types from USPTO. Predict which catalyst facilitates the given reaction. Reactant: CC1(C)C(C)(C)OB([C:9]2[CH2:14][CH2:13][N:12]([C:15]([O:17][C:18]([CH3:21])([CH3:20])[CH3:19])=[O:16])[CH2:11][CH:10]=2)O1.C([O-])([O-])=O.[K+].[K+].[C:29]([C:37]1[CH:42]=[CH:41][C:40]([C:43]2[N:51]=[C:50](Cl)[CH:49]=[CH:48][C:44]=2[C:45]([NH2:47])=[O:46])=[CH:39][CH:38]=1)(=[O:36])[C:30]1[CH:35]=[CH:34][CH:33]=[CH:32][CH:31]=1. Product: [C:29]([C:37]1[CH:42]=[CH:41][C:40]([C:43]2[N:51]=[C:50]([C:9]3[CH2:14][CH2:13][N:12]([C:15]([O:17][C:18]([CH3:19])([CH3:20])[CH3:21])=[O:16])[CH2:11][CH:10]=3)[CH:49]=[CH:48][C:44]=2[C:45](=[O:46])[NH2:47])=[CH:39][CH:38]=1)(=[O:36])[C:30]1[CH:31]=[CH:32][CH:33]=[CH:34][CH:35]=1. The catalyst class is: 117.